From a dataset of Forward reaction prediction with 1.9M reactions from USPTO patents (1976-2016). Predict the product of the given reaction. (1) Given the reactants [CH2:1]([P:3]([CH:6]([C:10]1[CH:15]=[CH:14][CH:13]=[CH:12][CH:11]=1)[CH2:7][CH2:8][OH:9])(=[O:5])[OH:4])[CH3:2].[O-]CCCC.[O-]CCCC.[O-]CCCC.[O-]CCCC.[Ti+4:36], predict the reaction product. The product is: [Ti+4:36].[CH2:1]([P:3]([CH:6]([C:10]1[CH:15]=[CH:14][CH:13]=[CH:12][CH:11]=1)[CH2:7][CH2:8][OH:9])(=[O:4])[O-:5])[CH3:2].[CH2:1]([P:3]([CH:6]([C:10]1[CH:15]=[CH:14][CH:13]=[CH:12][CH:11]=1)[CH2:7][CH2:8][OH:9])(=[O:4])[O-:5])[CH3:2].[CH2:1]([P:3]([CH:6]([C:10]1[CH:15]=[CH:14][CH:13]=[CH:12][CH:11]=1)[CH2:7][CH2:8][OH:9])(=[O:4])[O-:5])[CH3:2].[CH2:1]([P:3]([CH:6]([C:10]1[CH:15]=[CH:14][CH:13]=[CH:12][CH:11]=1)[CH2:7][CH2:8][OH:9])(=[O:4])[O-:5])[CH3:2]. (2) Given the reactants [NH:1]([C:9](OCC1C2C(=CC=CC=2)C2C1=CC=CC=2)=[O:10])[C@@H:2]([C:6]([OH:8])=[O:7])[C@H:3]([CH3:5])[OH:4].[N:26]1[C:35]2[C:30](=[CH:31][CH:32]=[CH:33][CH:34]=2)[C:29]([CH:36]=O)=[CH:28][CH:27]=1.[F:38][C:39]([F:51])([F:50])[S:40]([C:43]1[CH:49]=[CH:48][C:46]([NH2:47])=[CH:45][CH:44]=1)(=[O:42])=[O:41], predict the reaction product. The product is: [F:38][C:39]([F:51])([F:50])[C:6]([OH:8])=[O:7].[OH:4][CH:3]([C@H:2]1[N:1]([CH2:36][C:29]2[C:30]3[C:35](=[CH:34][CH:33]=[CH:32][CH:31]=3)[N:26]=[CH:27][CH:28]=2)[C:9](=[O:10])[N:47]([C:46]2[CH:48]=[CH:49][C:43]([S:40]([C:39]([F:50])([F:38])[F:51])(=[O:41])=[O:42])=[CH:44][CH:45]=2)[C:6]1=[O:7])[CH3:5]. (3) Given the reactants [Br:1][C:2]1[CH:3]=[C:4]2[C:9](=[CH:10][CH:11]=1)[C:8](=[O:12])[NH:7][C:6](=[O:13])/[C:5]/2=[CH:14]\[NH:15][C:16]1[CH:21]=[CH:20][C:19]([CH2:22][N:23]2[CH2:28][CH2:27][O:26][CH2:25][CH2:24]2)=[CH:18][CH:17]=1.BrC1C=C2C(=CC=1)[C:36](=[O:40])NC(=O)C2=CNC1C=CC(N2CC(C)NC(C)C2)=CC=1, predict the reaction product. The product is: [Br:1][C:2]1[CH:3]=[C:4]2[C:9](=[CH:10][CH:11]=1)[C:8](=[O:12])[NH:7][C:6](=[O:13])/[C:5]/2=[CH:14]/[O:40][CH3:36].[N:23]1([CH2:22][C:19]2[CH:20]=[CH:21][C:16]([NH2:15])=[CH:17][CH:18]=2)[CH2:28][CH2:27][O:26][CH2:25][CH2:24]1. (4) Given the reactants [Cl:1][C:2]1[CH:7]=[CH:6][C:5]([Cl:8])=[CH:4][C:3]=1[C:9]1[NH:13][N:12]=[N:11][N:10]=1.Cl.Cl[CH2:16][C:17]1[CH:18]=[N:19][CH:20]=[CH:21][C:22]=1[CH3:23].Cl.ClCC1C(C)=NC=CC=1, predict the reaction product. The product is: [Cl:1][C:2]1[CH:7]=[CH:6][C:5]([Cl:8])=[CH:4][C:3]=1[C:9]1[N:13]([CH2:16][C:17]2[CH:18]=[N:19][CH:20]=[CH:21][C:22]=2[CH3:23])[N:12]=[N:11][N:10]=1. (5) Given the reactants [N:1]1([CH2:6][CH2:7][OH:8])[CH:5]=[CH:4][N:3]=[CH:2]1.[CH:9]1[CH:14]=[C:13]([CH2:15][C:16](O)=[O:17])[C:12]([NH:19][C:20]2[C:25]([Cl:26])=[CH:24][CH:23]=[CH:22][C:21]=2[Cl:27])=[CH:11][CH:10]=1.CN(C1C=CC=CN=1)C.C1(N=C=NC2CCCCC2)CCCCC1, predict the reaction product. The product is: [Cl:26][C:25]1[CH:24]=[CH:23][CH:22]=[C:21]([Cl:27])[C:20]=1[NH:19][C:12]1[CH:11]=[CH:10][CH:9]=[CH:14][C:13]=1[CH2:15][C:16]([O:8][CH2:7][CH2:6][N:1]1[CH:5]=[CH:4][N:3]=[CH:2]1)=[O:17]. (6) Given the reactants [NH2:1][C:2]1[CH:3]=[N:4][CH:5]=[CH:6][C:7]=1[C:8]1[O:9][C:10]2[CH:16]=[CH:15][C:14]([C:17]([F:20])([F:19])[F:18])=[CH:13][C:11]=2[N:12]=1.[C:21](OC(=O)C)(=[O:23])[CH3:22], predict the reaction product. The product is: [F:18][C:17]([F:20])([F:19])[C:14]1[CH:15]=[CH:16][C:10]2[O:9][C:8]([C:7]3[CH:6]=[CH:5][N:4]=[CH:3][C:2]=3[NH:1][C:21](=[O:23])[CH3:22])=[N:12][C:11]=2[CH:13]=1.